Dataset: Reaction yield outcomes from USPTO patents with 853,638 reactions. Task: Predict the reaction yield, written as a fraction of the theoretical maximum amount of product (1.0 means a 100% yield; for example, 0.34 means a 34% yield). (1) The reactants are [N:1]1[CH:6]=[C:5]([CH2:7][NH2:8])[CH:4]=[N:3][CH:2]=1.C[Al](C)C.[Cl:13][C:14]1[CH:15]=[C:16]([CH:21]([C:36]([F:39])([F:38])[F:37])/[CH:22]=[CH:23]/[C:24]2[CH:34]=[CH:33][C:27]([C:28](OCC)=[O:29])=[C:26]([CH3:35])[CH:25]=2)[CH:17]=[C:18]([Cl:20])[CH:19]=1. The catalyst is C(Cl)Cl. The product is [Cl:13][C:14]1[CH:15]=[C:16]([CH:21]([C:36]([F:39])([F:37])[F:38])/[CH:22]=[CH:23]/[C:24]2[CH:34]=[CH:33][C:27]([C:28]([NH:8][CH2:7][C:5]3[CH:6]=[N:1][CH:2]=[N:3][CH:4]=3)=[O:29])=[C:26]([CH3:35])[CH:25]=2)[CH:17]=[C:18]([Cl:20])[CH:19]=1. The yield is 0.550. (2) The reactants are [NH2:1][C@:2]12[CH2:37][CH2:36][C@@H:35]([C:38]([CH3:40])=[CH2:39])[C@@H:3]1[C@@H:4]1[C@@:17]([CH3:20])([CH2:18][CH2:19]2)[C@@:16]2([CH3:21])[C@@H:7]([C@:8]3([CH3:34])[C@@H:13]([CH2:14][CH2:15]2)[C:12]([CH3:23])([CH3:22])[C:11]([C:24]2[CH:33]=[CH:32][C:27]([C:28]([O:30]C)=[O:29])=[CH:26][CH:25]=2)=[CH:10][CH2:9]3)[CH2:6][CH2:5]1.CN(C)CCC(N[C@]12CC[C@@H](C(C)=C)[C@@H]1[C@@H]1[C@@](C)(CC2)[C@@]2(C)[C@@H]([C@]3(C)[C@@H](CC2)C(C)(C)C(C2C=CC(C(O)=O)=CC=2)=CC3)CC1)=O.Cl.[N:88]1([CH2:93][C:94](O)=[O:95])[CH:92]=[CH:91][N:90]=[N:89]1. No catalyst specified. The product is [N:88]1([CH2:93][C:94]([NH:1][C@:2]23[CH2:37][CH2:36][C@@H:35]([C:38]([CH3:40])=[CH2:39])[C@@H:3]2[C@@H:4]2[C@@:17]([CH3:20])([CH2:18][CH2:19]3)[C@@:16]3([CH3:21])[C@@H:7]([C@:8]4([CH3:34])[C@@H:13]([CH2:14][CH2:15]3)[C:12]([CH3:22])([CH3:23])[C:11]([C:24]3[CH:25]=[CH:26][C:27]([C:28]([OH:30])=[O:29])=[CH:32][CH:33]=3)=[CH:10][CH2:9]4)[CH2:6][CH2:5]2)=[O:95])[CH:92]=[CH:91][N:90]=[N:89]1. The yield is 0.360. (3) The reactants are S(Cl)([Cl:3])=O.[N:5]1([CH2:10][C:11]2([CH2:14]O)[CH2:13][CH2:12]2)[CH2:9][CH2:8][CH2:7][CH2:6]1. The catalyst is C1(C)C=CC=CC=1. The product is [ClH:3].[Cl:3][CH2:14][C:11]1([CH2:10][N:5]2[CH2:9][CH2:8][CH2:7][CH2:6]2)[CH2:13][CH2:12]1. The yield is 0.820. (4) The reactants are [NH2:1][C:2]1[CH:3]=[C:4]([C@:8]23[CH2:16][N:15]([C:17]4[N:22]=[CH:21][C:20]([F:23])=[CH:19][N:18]=4)[CH2:14][C@H:13]2[CH2:12][S:11][C:10]([NH:24][C:25](=[O:32])[C:26]2[CH:31]=[CH:30][CH:29]=[CH:28][CH:27]=2)=[N:9]3)[CH:5]=[CH:6][CH:7]=1.[C:33]([C:35]1[CH:36]=[CH:37][C:38]([C:41](O)=[O:42])=[N:39][CH:40]=1)#[N:34].ON1C2C=CC=CC=2N=N1.Cl.CN(C)CCCN=C=NCC.C(N(C(C)C)CC)(C)C. The catalyst is ClCCl. The product is [C:25]([NH:24][C:10]1[S:11][CH2:12][C@@H:13]2[CH2:14][N:15]([C:17]3[N:22]=[CH:21][C:20]([F:23])=[CH:19][N:18]=3)[CH2:16][C@:8]2([C:4]2[CH:3]=[C:2]([NH:1][C:41]([C:38]3[CH:37]=[CH:36][C:35]([C:33]#[N:34])=[CH:40][N:39]=3)=[O:42])[CH:7]=[CH:6][CH:5]=2)[N:9]=1)(=[O:32])[C:26]1[CH:27]=[CH:28][CH:29]=[CH:30][CH:31]=1. The yield is 0.880.